This data is from NCI-60 drug combinations with 297,098 pairs across 59 cell lines. The task is: Regression. Given two drug SMILES strings and cell line genomic features, predict the synergy score measuring deviation from expected non-interaction effect. Drug 1: CCCCC(=O)OCC(=O)C1(CC(C2=C(C1)C(=C3C(=C2O)C(=O)C4=C(C3=O)C=CC=C4OC)O)OC5CC(C(C(O5)C)O)NC(=O)C(F)(F)F)O. Drug 2: CC12CCC3C(C1CCC2O)C(CC4=C3C=CC(=C4)O)CCCCCCCCCS(=O)CCCC(C(F)(F)F)(F)F. Cell line: RXF 393. Synergy scores: CSS=7.33, Synergy_ZIP=0.417, Synergy_Bliss=-0.783, Synergy_Loewe=-0.610, Synergy_HSA=-0.558.